This data is from CYP2D6 inhibition data for predicting drug metabolism from PubChem BioAssay. The task is: Regression/Classification. Given a drug SMILES string, predict its absorption, distribution, metabolism, or excretion properties. Task type varies by dataset: regression for continuous measurements (e.g., permeability, clearance, half-life) or binary classification for categorical outcomes (e.g., BBB penetration, CYP inhibition). Dataset: cyp2d6_veith. (1) The result is 1 (inhibitor). The drug is CCCN(CCC)CCCNC(=O)CS(=O)Cc1nc(-c2ccc(OC)c(OC)c2)oc1C. (2) The molecule is Fc1ccc(CSc2ncnc3sc4c(c23)CCCC4)cc1. The result is 0 (non-inhibitor). (3) The compound is COc1ccc(-c2nc3cnc(Oc4ccccc4)nc3n(CCC#N)c2=O)cc1. The result is 0 (non-inhibitor).